This data is from Peptide-MHC class I binding affinity with 185,985 pairs from IEDB/IMGT. The task is: Regression. Given a peptide amino acid sequence and an MHC pseudo amino acid sequence, predict their binding affinity value. This is MHC class I binding data. (1) The peptide sequence is KEDRRYGPAL. The MHC is Mamu-A11 with pseudo-sequence Mamu-A11. The binding affinity (normalized) is 0.759. (2) The peptide sequence is YEEAGRGSM. The MHC is HLA-B15:01 with pseudo-sequence HLA-B15:01. The binding affinity (normalized) is 0.213. (3) The peptide sequence is TILGIGTVL. The MHC is HLA-A68:01 with pseudo-sequence HLA-A68:01. The binding affinity (normalized) is 0. (4) The peptide sequence is IVIGVGNSAL. The MHC is HLA-B15:01 with pseudo-sequence HLA-B15:01. The binding affinity (normalized) is 0.633. (5) The peptide sequence is WYYDFHFFV. The MHC is HLA-A02:11 with pseudo-sequence HLA-A02:11. The binding affinity (normalized) is 0.898.